Predict the reactants needed to synthesize the given product. From a dataset of Full USPTO retrosynthesis dataset with 1.9M reactions from patents (1976-2016). (1) Given the product [CH3:1][O:2][C:3]1[CH:4]=[CH:5][C:6]([CH2:7][N:8]([CH3:18])[C:9]2[CH:14]=[C:13]([NH2:15])[CH:12]=[CH:11][N:10]=2)=[CH:19][CH:20]=1, predict the reactants needed to synthesize it. The reactants are: [CH3:1][O:2][C:3]1[CH:20]=[CH:19][C:6]([CH2:7][N:8]([CH3:18])[C:9]2[CH:14]=[C:13]([N+:15]([O-])=O)[CH:12]=[CH:11][N:10]=2)=[CH:5][CH:4]=1.[H][H]. (2) Given the product [C:43]([OH:50])(=[O:49])/[CH:44]=[CH:45]/[C:46]([OH:48])=[O:47].[NH2:1][CH2:4][C@@H:5]([O:12][C:13]1[CH:20]=[C:19]([Cl:21])[C:18]([F:22])=[CH:17][C:14]=1[C:15]#[N:16])[C:6]1[CH:11]=[CH:10][CH:9]=[CH:8][CH:7]=1, predict the reactants needed to synthesize it. The reactants are: [N:1]([CH2:4][C@@H:5]([O:12][C:13]1[CH:20]=[C:19]([Cl:21])[C:18]([F:22])=[CH:17][C:14]=1[C:15]#[N:16])[C:6]1[CH:11]=[CH:10][CH:9]=[CH:8][CH:7]=1)=[N+]=[N-].C1(P(C2C=CC=CC=2)C2C=CC=CC=2)C=CC=CC=1.O.[C:43]([OH:50])(=[O:49])/[CH:44]=[CH:45]/[C:46]([OH:48])=[O:47].